From a dataset of Full USPTO retrosynthesis dataset with 1.9M reactions from patents (1976-2016). Predict the reactants needed to synthesize the given product. (1) Given the product [F:14][C:9]1[C:8]([CH3:15])=[C:7]([CH:12]=[CH:11][C:10]=1[F:13])[C:16]([OH:18])=[O:17], predict the reactants needed to synthesize it. The reactants are: CC([Mg]Cl)C.Br[C:7]1[CH:12]=[CH:11][C:10]([F:13])=[C:9]([F:14])[C:8]=1[CH3:15].[C:16](=[O:18])=[O:17].Cl. (2) Given the product [OH:27][C:24]1[CH:23]=[CH:22][C:21]([C:14]2[C:13]3[C:17](=[C:9]([C:6]4[CH:7]=[CH:8][C:3]([OH:2])=[CH:4][CH:5]=4)[CH:10]=[CH:11][CH:12]=3)[N:16]([CH2:18][CH2:19][CH3:20])[N:15]=2)=[CH:26][CH:25]=1, predict the reactants needed to synthesize it. The reactants are: C[O:2][C:3]1[CH:8]=[CH:7][C:6]([C:9]2[CH:10]=[CH:11][CH:12]=[C:13]3[C:17]=2[N:16]([CH2:18][CH2:19][CH3:20])[N:15]=[C:14]3[C:21]2[CH:26]=[CH:25][C:24]([O:27]C)=[CH:23][CH:22]=2)=[CH:5][CH:4]=1.ClC1C=CC=C2C=1N(CCC)N=C2C1C=CC(OC)=CC=1.COC1C=CC([Mg]Br)=CC=1. (3) Given the product [CH3:19][O:20][C:21]1[CH:26]=[C:25]([N+:27]([O-:29])=[O:28])[CH:24]=[CH:23][C:17]=1[O:16][CH2:15][O:14][CH3:13], predict the reactants needed to synthesize it. The reactants are: C(N(CC)C(C)C)(C)C.ClCO[CH2:13][O:14][CH2:15][O:16][CH2:17]Cl.[CH3:19][O:20][C:21]1[CH:26]=[C:25]([N+:27]([O-:29])=[O:28])[CH:24]=[CH:23]C=1O.O. (4) Given the product [Cl:1][C:2]1[C:14]([Cl:15])=[CH:13][C:12]([Cl:16])=[C:11]2[C:3]=1[C:4]1[CH2:5][CH2:6][CH2:7][C:8]([C:18]([F:21])([F:20])[F:19])([OH:17])[C:9]=1[NH:10]2, predict the reactants needed to synthesize it. The reactants are: [Cl:1][C:2]1[C:14]([Cl:15])=[CH:13][C:12]([Cl:16])=[C:11]2[C:3]=1[C:4]1[CH2:5][CH2:6][CH2:7][C:8](=[O:17])[C:9]=1[NH:10]2.[C:18]([Si](C)(C)C)([F:21])([F:20])[F:19].[F-].[Cs+]. (5) Given the product [Br:1][C:2]1[C:13]2[C:5](=[CH:6][C:7]([C:16]3[CH:21]=[CH:20][CH:19]=[CH:18][C:17]=3[Cl:22])=[C:8]3[C:12]=2[C:11](=[O:14])[NH:10][C:9]3=[O:15])[N:4]([CH2:23][CH2:24][CH2:25][OH:26])[C:3]=1[CH2:27][OH:28], predict the reactants needed to synthesize it. The reactants are: [Br:1][C:2]1[C:13]2[C:5](=[CH:6][C:7]([C:16]3[CH:21]=[CH:20][CH:19]=[CH:18][C:17]=3[Cl:22])=[C:8]3[C:12]=2[C:11](=[O:14])[NH:10][C:9]3=[O:15])[N:4]([CH2:23][CH2:24][CH2:25][OH:26])[C:3]=1[CH:27]=[O:28].S(C)C.